Dataset: Forward reaction prediction with 1.9M reactions from USPTO patents (1976-2016). Task: Predict the product of the given reaction. (1) Given the reactants C(O[CH:4]=[C:5]([C:8]1[CH:13]=[CH:12][CH:11]=[CH:10][N:9]=1)[C:6]#[N:7])C.O.[NH2:15][NH2:16], predict the reaction product. The product is: [NH:15]([CH:4]=[C:5]([C:8]1[CH:13]=[CH:12][CH:11]=[CH:10][N:9]=1)[C:6]#[N:7])[NH2:16]. (2) Given the reactants [Cl:1][C:2]1[CH:3]=[C:4]([NH:9][C:10]2[C:11]3[CH:19]=[C:18](F)[N:17]=[CH:16][C:12]=3[N:13]=[CH:14][N:15]=2)[CH:5]=[CH:6][C:7]=1[Cl:8].[CH3:21][O:22][C:23]1[CH:30]=[CH:29][C:26]([CH2:27][NH2:28])=[CH:25][CH:24]=1, predict the reaction product. The product is: [Cl:1][C:2]1[CH:3]=[C:4]([NH:9][C:10]2[C:11]3[CH:19]=[C:18]([NH:28][CH2:27][C:26]4[CH:29]=[CH:30][C:23]([O:22][CH3:21])=[CH:24][CH:25]=4)[N:17]=[CH:16][C:12]=3[N:13]=[CH:14][N:15]=2)[CH:5]=[CH:6][C:7]=1[Cl:8]. (3) Given the reactants [CH3:1][O:2][C:3]1[N:8]=[C:7]2[C:9]([CH2:12][CH2:13]O)=[CH:10][NH:11][C:6]2=[CH:5][CH:4]=1.C(Br)(Br)(Br)[Br:16].C1C=CC(P(C2C=CC=CC=2)C2C=CC=CC=2)=CC=1, predict the reaction product. The product is: [Br:16][CH2:13][CH2:12][C:9]1[C:7]2=[N:8][C:3]([O:2][CH3:1])=[CH:4][CH:5]=[C:6]2[NH:11][CH:10]=1.